This data is from Catalyst prediction with 721,799 reactions and 888 catalyst types from USPTO. The task is: Predict which catalyst facilitates the given reaction. (1) Reactant: C(=O)([O-])[O-].[K+].[K+].[Cl:7][C:8]1[CH:22]=[CH:21][C:11]([CH2:12][O:13][C:14]2[CH:15]=[C:16]([OH:20])[CH:17]=[CH:18][CH:19]=2)=[CH:10][CH:9]=1.C1OCCOCCOCCOCCOCCOC1.[CH2:41]([O:43][C:44]([C:46]1[C:47]2[S:55][CH:54]=[C:53]([CH2:56]Br)[C:48]=2[C:49]([Cl:52])=[N:50][CH:51]=1)=[O:45])[CH3:42]. Product: [CH2:41]([O:43][C:44]([C:46]1[C:47]2[S:55][CH:54]=[C:53]([CH2:56][O:20][C:16]3[CH:17]=[CH:18][CH:19]=[C:14]([O:13][CH2:12][C:11]4[CH:21]=[CH:22][C:8]([Cl:7])=[CH:9][CH:10]=4)[CH:15]=3)[C:48]=2[C:49]([Cl:52])=[N:50][CH:51]=1)=[O:45])[CH3:42]. The catalyst class is: 9. (2) Reactant: [C:1]([C:3]1[N:7]2[CH:8]=[CH:9][CH:10]=[CH:11][C:6]2=[N:5][CH:4]=1)#[CH:2].N1C=C(C#C[C:23]2[CH:24]=[C:25]([CH:47]=[CH:48][C:49]=2[CH3:50])[C:26]([NH:28][C:29]2[CH:34]=[CH:33][C:32]([CH2:35][N:36]3[CH2:41][CH2:40][N:39]([CH3:42])[CH2:38][CH2:37]3)=[C:31]([C:43]([F:46])([F:45])[F:44])[CH:30]=2)=[O:27])N2C=CN=CC=12.N#N.C(N(CC)C(C)C)(C)C. Product: [N:5]1[CH:4]=[C:3]([C:1]#[C:2][C:48]2[CH:47]=[C:25]([CH:24]=[CH:23][C:49]=2[CH3:50])[C:26]([NH:28][C:29]2[CH:34]=[CH:33][C:32]([CH2:35][N:36]3[CH2:41][CH2:40][N:39]([CH3:42])[CH2:38][CH2:37]3)=[C:31]([C:43]([F:46])([F:45])[F:44])[CH:30]=2)=[O:27])[N:7]2[CH:8]=[CH:9][CH:10]=[CH:11][C:6]=12. The catalyst class is: 471. (3) Reactant: C(O[C:4](=O)[C:5]([C:10]1[CH:28]=[CH:27][C:13]2[N:14]=[C:15]([NH:18][C:19]3[C:24]([Cl:25])=[CH:23][CH:22]=[CH:21][C:20]=3[Cl:26])[N:16]([CH3:17])[C:12]=2[C:11]=1[C:29]#[N:30])(C)[C:6](=O)[CH3:7])C.O.S(=O)(=O)(O)[OH:34]. Product: [Cl:25][C:24]1[CH:23]=[CH:22][CH:21]=[C:20]([Cl:26])[C:19]=1[NH:18][C:15]1[N:16]([CH3:17])[C:12]2[C:11]3[C:29](=[O:34])[NH:30][C:6]([CH3:7])=[C:5]([CH3:4])[C:10]=3[CH:28]=[CH:27][C:13]=2[N:14]=1. The catalyst class is: 15. (4) Reactant: [NH2:1][C:2]1[N:7]=[CH:6][N:5]=[C:4]2[N:8]([C@H:26]3[CH2:31][CH2:30][C@@H:29]([N:32]4[CH2:37][CH2:36][N:35]([CH3:38])[CH2:34][CH2:33]4)[CH2:28][CH2:27]3)[N:9]=[C:10]([C:11]3[CH:25]=[CH:24][C:14]([O:15]C4C=CC=CC=4C#N)=[CH:13][CH:12]=3)[C:3]=12.[OH-:39].[Na+].OO.[O:43]1[CH2:48][CH2:47][O:46][CH2:45][CH2:44]1. Product: [C:14]([OH:43])(=[O:15])[CH3:24].[C:44]([OH:43])(=[O:39])[CH3:45].[C:48]([OH:43])(=[O:15])[CH3:47].[NH2:1][C:2]1[N:7]=[CH:6][N:5]=[C:4]2[N:8]([C@H:26]3[CH2:31][CH2:30][C@@H:29]([N:32]4[CH2:37][CH2:36][N:35]([CH3:38])[CH2:34][CH2:33]4)[CH2:28][CH2:27]3)[N:9]=[C:10]([C:11]3[CH:25]=[C:45]([CH:44]=[CH:13][CH:12]=3)[O:46][C:47]3[CH:48]=[CH:12][CH:11]=[CH:10][C:3]=3[C:2]([NH2:1])=[O:39])[C:3]=12. The catalyst class is: 2.